This data is from hERG Central: cardiac toxicity at 1µM, 10µM, and general inhibition. The task is: Predict hERG channel inhibition at various concentrations. (1) The compound is Cc1oc(-c2cccs2)nc1CN1CCC(CO)(CCOc2ccccc2)CC1. Results: hERG_inhib (hERG inhibition (general)): blocker. (2) The molecule is Cc1ccc2c(c1)C1CN(C)CCC1N2C(=O)Cn1nnc(-c2ccccc2F)n1. Results: hERG_inhib (hERG inhibition (general)): blocker. (3) The molecule is Cc1ccc2oc(=O)cc(CN3CCN(C/C=C/c4ccccc4)CC3)c2c1. Results: hERG_inhib (hERG inhibition (general)): blocker. (4) The molecule is CC(C)Oc1ccc(C(=O)NC2CCN(Cc3ccccc3)CC2)cc1. Results: hERG_inhib (hERG inhibition (general)): blocker. (5) The drug is CCO[C@H]1OC(C(=O)N2CCCCCCC2)=C[C@@H](c2ccc(C(F)(F)F)cc2)[C@@H]1CCCO. Results: hERG_inhib (hERG inhibition (general)): blocker. (6) The compound is O=C(CNC(=S)N(CCCN1CCOCC1)Cc1cccs1)NCc1ccc(Cl)cc1. Results: hERG_inhib (hERG inhibition (general)): blocker. (7) The molecule is CCOC(=O)c1sc2c(c1C)c(=O)n(Cc1ccccc1)c(=O)n2CCN(C)C. Results: hERG_inhib (hERG inhibition (general)): blocker. (8) The compound is CC1CCN(CC(O)CN2c3ccccc3Sc3ccccc32)CC1. Results: hERG_inhib (hERG inhibition (general)): blocker.